Task: Predict the reaction yield, written as a fraction of the theoretical maximum amount of product (1.0 means a 100% yield; for example, 0.34 means a 34% yield).. Dataset: Reaction yield outcomes from USPTO patents with 853,638 reactions (1) The reactants are C(Cl)(=O)C(Cl)=O.CS(C)=O.[C:11]([O:15][C:16]([N:18]1[C:22]2[CH:23]=[CH:24][CH:25]=[CH:26][C:21]=2[N:20]=[C:19]1[CH2:27][N:28]([CH:34]1[C:43]2[N:42]=[CH:41][CH:40]=[CH:39][C:38]=2[CH2:37][CH2:36][CH2:35]1)[CH2:29][CH2:30][CH2:31][CH2:32][OH:33])=[O:17])([CH3:14])([CH3:13])[CH3:12].C(N(CC)CC)C. The catalyst is C(Cl)Cl. The product is [C:11]([O:15][C:16]([N:18]1[C:22]2[CH:23]=[CH:24][CH:25]=[CH:26][C:21]=2[N:20]=[C:19]1[CH2:27][N:28]([CH:34]1[C:43]2[N:42]=[CH:41][CH:40]=[CH:39][C:38]=2[CH2:37][CH2:36][CH2:35]1)[CH2:29][CH2:30][CH2:31][CH:32]=[O:33])=[O:17])([CH3:14])([CH3:12])[CH3:13]. The yield is 0.390. (2) The reactants are [Br:1][C:2]1[CH:3]=[C:4]([NH2:9])[C:5]([CH3:8])=[N:6][CH:7]=1.[C:10](OC(=O)C)(=[O:12])[CH3:11]. The catalyst is C(O)(=O)C. The product is [Br:1][C:2]1[CH:3]=[C:4]([NH:9][C:10](=[O:12])[CH3:11])[C:5]([CH3:8])=[N:6][CH:7]=1. The yield is 0.710. (3) The reactants are [C:1]([C:5]1[O:6][C:7]2[C:13]([S:14](Cl)(=[O:16])=[O:15])=[C:12]([Cl:18])[CH:11]=[CH:10][C:8]=2[N:9]=1)([CH3:4])([CH3:3])[CH3:2].CCN(CC)CC.[C:26]([N:33]1[CH2:38][CH2:37][NH:36][CH2:35][CH2:34]1)([O:28][C:29]([CH3:32])([CH3:31])[CH3:30])=[O:27].O. The catalyst is C1COCC1. The product is [C:29]([O:28][C:26]([N:33]1[CH2:38][CH2:37][NH:36][CH2:35][CH:34]1[S:14]([C:13]1[C:7]2[O:6][C:5]([C:1]([CH3:4])([CH3:3])[CH3:2])=[N:9][C:8]=2[CH:10]=[CH:11][C:12]=1[Cl:18])(=[O:16])=[O:15])=[O:27])([CH3:32])([CH3:30])[CH3:31]. The yield is 0.910. (4) The reactants are [Cl:1][C:2]1[CH:7]=[CH:6][C:5]([S:8]([N:11]2[CH:19]3[CH2:20][CH2:21][CH2:22][CH:12]2[C:13]2[CH:14]=[N:15][NH:16][C:17]=2[C:18]3=[O:23])(=[O:10])=[O:9])=[CH:4][CH:3]=1.[BH4-].[Na+]. The catalyst is CO.C1COCC1. The product is [Cl:1][C:2]1[CH:7]=[CH:6][C:5]([S:8]([N:11]2[CH:19]3[CH2:20][CH2:21][CH2:22][CH:12]2[C:13]2[CH:14]=[N:15][NH:16][C:17]=2[CH:18]3[OH:23])(=[O:10])=[O:9])=[CH:4][CH:3]=1. The yield is 0.760. (5) The reactants are [Cl:1][C:2]1[CH:32]=[CH:31][C:5]([CH2:6][N:7]2[C:15]3[C:14](=[O:16])[NH:13][C:12](=[O:17])[N:11]([CH3:18])[C:10]=3[N:9]=[C:8]2[O:19][C:20]2[CH:25]=[CH:24][CH:23]=[C:22]([O:26][C:27]([F:30])([F:29])[F:28])[CH:21]=2)=[CH:4][CH:3]=1.Br[CH2:34][C:35]([O:37][C:38]([CH3:41])([CH3:40])[CH3:39])=[O:36].C(=O)([O-])[O-].[K+].[K+]. The catalyst is CN(C=O)C.O. The product is [C:38]([O:37][C:35](=[O:36])[CH2:34][N:13]1[C:14](=[O:16])[C:15]2[N:7]([CH2:6][C:5]3[CH:4]=[CH:3][C:2]([Cl:1])=[CH:32][CH:31]=3)[C:8]([O:19][C:20]3[CH:25]=[CH:24][CH:23]=[C:22]([O:26][C:27]([F:30])([F:28])[F:29])[CH:21]=3)=[N:9][C:10]=2[N:11]([CH3:18])[C:12]1=[O:17])([CH3:41])([CH3:40])[CH3:39]. The yield is 1.00. (6) The reactants are [F:1][C:2]([F:24])([F:23])[O:3][C:4]1[CH:5]=[C:6]([C:10]([C:12]2[CH:17]=[CH:16][CH:15]=[C:14]([O:18][C:19]([F:22])([F:21])[F:20])[CH:13]=2)=O)[CH:7]=[CH:8][CH:9]=1.[N+:25](CS(C1C=CC(C)=CC=1)(=O)=O)#[C-:26].C(O[K])(C)(C)C.O. The catalyst is COCCOC. The product is [F:1][C:2]([F:24])([F:23])[O:3][C:4]1[CH:5]=[C:6]([CH:10]([C:12]2[CH:17]=[CH:16][CH:15]=[C:14]([O:18][C:19]([F:22])([F:21])[F:20])[CH:13]=2)[C:26]#[N:25])[CH:7]=[CH:8][CH:9]=1. The yield is 0.450.